Dataset: Cav3 T-type calcium channel HTS with 100,875 compounds. Task: Binary Classification. Given a drug SMILES string, predict its activity (active/inactive) in a high-throughput screening assay against a specified biological target. (1) The drug is S(Cc1noc(c1C(=O)NCc1ccccc1)C(=O)NCc1ccccc1)c1ccccc1. The result is 0 (inactive). (2) The molecule is S(=O)(=O)(Nc1cc(ccc1)C(F)(F)F)c1cc([N+]([O-])=O)c(n2nnc3c2cccc3)cc1. The result is 1 (active). (3) The molecule is s1c(C2n3[nH]cnc3=NC(=C2C(OCCCCC)=O)C)ccc1. The result is 0 (inactive). (4) The molecule is Clc1c(C2=NOC(C2)COc2cc3oc(=O)cc(c3cc2)C)cccc1. The result is 0 (inactive). (5) The drug is O=C(Nc1c2c3c(n(c(=O)c3ccc2)CC)cc1)C1CCCCC1. The result is 0 (inactive). (6) The drug is s1c2CCCCc2c(c1NC(=O)CSc1n(c(nn1)CNC(=O)c1ccc(cc1)C)C)C#N. The result is 0 (inactive). (7) The drug is O1C(CCC1)CNC(=O)C1N(C(=O)c2c1cccc2)Cc1c(OCC)cccc1. The result is 0 (inactive). (8) The compound is S(=O)(=O)(N(CC(=O)Nc1c2CCCCc2ccc1)C)c1ccccc1. The result is 0 (inactive). (9) The molecule is O=C(NC(CC)c1ccc(cc1)C)C1CCC1. The result is 0 (inactive).